This data is from Full USPTO retrosynthesis dataset with 1.9M reactions from patents (1976-2016). The task is: Predict the reactants needed to synthesize the given product. Given the product [Cl:1][C:2]1[C:11]2[C:6](=[CH:7][CH:8]=[C:9]([C:12]([C:14]3[C:15]([CH3:21])=[N:16][C:17]([CH3:20])=[CH:18][CH:19]=3)=[O:13])[CH:10]=2)[N:5]=[C:4]([O:22][CH3:23])[C:3]=1[CH2:24][C:25]1[CH:26]=[CH:27][C:28]([F:31])=[CH:29][CH:30]=1, predict the reactants needed to synthesize it. The reactants are: [Cl:1][C:2]1[C:11]2[C:6](=[CH:7][CH:8]=[C:9]([CH:12]([C:14]3[C:15]([CH3:21])=[N:16][C:17]([CH3:20])=[CH:18][CH:19]=3)[OH:13])[CH:10]=2)[N:5]=[C:4]([O:22][CH3:23])[C:3]=1[CH2:24][C:25]1[CH:30]=[CH:29][C:28]([F:31])=[CH:27][CH:26]=1.N#N.